This data is from Reaction yield outcomes from USPTO patents with 853,638 reactions. The task is: Predict the reaction yield, written as a fraction of the theoretical maximum amount of product (1.0 means a 100% yield; for example, 0.34 means a 34% yield). (1) The reactants are [NH2:1][CH:2]1[CH2:7][CH2:6][N:5]([C:8]([O:10][C:11]([CH3:14])([CH3:13])[CH3:12])=[O:9])[CH2:4][CH2:3]1.C(N(CC)CC)C.[Br:22][CH:23]([CH2:27][CH2:28][Br:29])[C:24](Cl)=[O:25]. The catalyst is C1COCC1. The product is [Br:22][CH:23]([CH2:27][CH2:28][Br:29])[C:24]([NH:1][CH:2]1[CH2:3][CH2:4][N:5]([C:8]([O:10][C:11]([CH3:14])([CH3:13])[CH3:12])=[O:9])[CH2:6][CH2:7]1)=[O:25]. The yield is 1.00. (2) The reactants are Br[C:2]1[CH:7]=[CH:6][C:5]([O:8][C@H:9]2[CH2:14][CH2:13][C@H:12]([C:15]([CH3:18])([CH3:17])[CH3:16])[CH2:11][CH2:10]2)=[CH:4][CH:3]=1.[CH:19]([C:21]1[CH:22]=[C:23](B(O)O)[CH:24]=[CH:25][CH:26]=1)=[O:20].COCCOC.C([O-])(O)=O.[Na+]. The catalyst is C1C=CC([P]([Pd]([P](C2C=CC=CC=2)(C2C=CC=CC=2)C2C=CC=CC=2)([P](C2C=CC=CC=2)(C2C=CC=CC=2)C2C=CC=CC=2)[P](C2C=CC=CC=2)(C2C=CC=CC=2)C2C=CC=CC=2)(C2C=CC=CC=2)C2C=CC=CC=2)=CC=1.O.CCOC(C)=O.C(O)C. The product is [C:15]([C@H:12]1[CH2:13][CH2:14][C@H:9]([O:8][C:5]2[CH:6]=[CH:7][C:2]([C:25]3[CH:24]=[CH:23][CH:22]=[C:21]([CH:19]=[O:20])[CH:26]=3)=[CH:3][CH:4]=2)[CH2:10][CH2:11]1)([CH3:18])([CH3:17])[CH3:16]. The yield is 0.600. (3) The catalyst is [Au].CCOCC. The yield is 0.820. The product is [NH2:13][C:6]1[CH:7]=[C:8]([C:9]([F:12])([F:10])[F:11])[C:3]([C:1]#[N:2])=[N:4][CH:5]=1. The reactants are [C:1]([C:3]1[C:8]([C:9]([F:12])([F:11])[F:10])=[CH:7][C:6]([N+:13]([O-])=O)=[CH:5][N:4]=1)#[N:2]. (4) The reactants are [O:1]1[CH:5]=[CH:4][C:3]([CH:6]([OH:24])[CH:7]([CH2:13][C:14]2[CH:19]=[CH:18][C:17]([C:20]([F:23])([F:22])[F:21])=[CH:16][CH:15]=2)[C:8]([O:10]CC)=[O:9])=[CH:2]1.[OH-].[Na+].Cl. The catalyst is CO. The product is [O:1]1[CH:5]=[CH:4][C:3]([CH:6]([OH:24])[CH:7]([CH2:13][C:14]2[CH:19]=[CH:18][C:17]([C:20]([F:22])([F:23])[F:21])=[CH:16][CH:15]=2)[C:8]([OH:10])=[O:9])=[CH:2]1. The yield is 0.860. (5) The product is [Cl:1][C:2]1[C:3]([C:13]#[N:14])=[N:4][CH:5]=[CH:6][CH:7]=1. The yield is 0.670. The reactants are [Cl:1][C:2]1[CH:3]=[N+:4]([O-])[CH:5]=[CH:6][CH:7]=1.C[Si]([C:13]#[N:14])(C)C.C(N(CC)CC)C. The catalyst is C(#N)C. (6) The reactants are Cl[CH2:2][CH2:3][NH:4][C:5]([C:7]1[NH:8][C:9]2[C:14]([CH:15]=1)=[CH:13][CH:12]=[CH:11][C:10]=2[N+:16]([O-:18])=[O:17])=O.COC1C=CC(P2(SP(C3C=CC(OC)=CC=3)(=S)S2)=[S:28])=CC=1. The catalyst is ClC(Cl)C.C1(C)C=CC=CC=1. The product is [S:28]1[CH2:2][CH2:3][N:4]=[C:5]1[C:7]1[NH:8][C:9]2[C:14]([CH:15]=1)=[CH:13][CH:12]=[CH:11][C:10]=2[N+:16]([O-:18])=[O:17]. The yield is 0.600. (7) The reactants are [F:1][C:2]1[CH:3]=[C:4]([C:8]2[CH:9]=[C:10]3[C:14](=[C:15]([C:17]([NH2:19])=[O:18])[CH:16]=2)[NH:13][N:12]=[C:11]3[CH:20]2[CH2:25][CH2:24][NH:23][CH2:22][CH2:21]2)[CH:5]=[CH:6][CH:7]=1.Cl[CH2:27][CH2:28][S:29](Cl)(=[O:31])=[O:30].[CH2:33]([N:35](CC)[CH2:36][CH3:37])[CH3:34].C([O-])([O-])=O.[K+].[K+].N1CCCC1. The catalyst is CN(C=O)C. The yield is 0.150. The product is [F:1][C:2]1[CH:3]=[C:4]([C:8]2[CH:9]=[C:10]3[C:14](=[C:15]([C:17]([NH2:19])=[O:18])[CH:16]=2)[NH:13][N:12]=[C:11]3[CH:20]2[CH2:25][CH2:24][N:23]([S:29]([CH2:28][CH2:27][N:35]3[CH2:36][CH2:37][CH2:34][CH2:33]3)(=[O:31])=[O:30])[CH2:22][CH2:21]2)[CH:5]=[CH:6][CH:7]=1.